Dataset: Full USPTO retrosynthesis dataset with 1.9M reactions from patents (1976-2016). Task: Predict the reactants needed to synthesize the given product. (1) Given the product [CH2:1]([N:8]1[C:12](=[O:13])[C@@H:11]([CH3:17])[CH2:10][C@@H:9]1[C:14]([OH:16])=[O:15])[C:2]1[CH:7]=[CH:6][CH:5]=[CH:4][CH:3]=1, predict the reactants needed to synthesize it. The reactants are: [CH2:1]([N:8]1[C:12](=[O:13])[CH2:11][CH2:10][C@@H:9]1[C:14]([OH:16])=[O:15])[C:2]1[CH:7]=[CH:6][CH:5]=[CH:4][CH:3]=1.[CH3:17][Si]([N-][Si](C)(C)C)(C)C.[Li+].IC.Cl. (2) Given the product [ClH:35].[ClH:35].[ClH:35].[NH2:25][CH2:24][CH2:23][CH2:22][CH2:21][CH2:20][NH:13][CH2:14][CH2:15][CH2:16][CH2:17][CH2:18][NH2:19], predict the reactants needed to synthesize it. The reactants are: Br.C1(C)C=C(C)C=C(C)C=1S([N:13]([CH2:20][CH2:21][CH2:22][CH2:23][CH2:24][NH2:25])[CH2:14][CH2:15][CH2:16][CH2:17][CH2:18][NH2:19])(=O)=O.C1(O)C=CC=CC=1.C(Cl)(Cl)[Cl:35].